Dataset: Full USPTO retrosynthesis dataset with 1.9M reactions from patents (1976-2016). Task: Predict the reactants needed to synthesize the given product. (1) Given the product [CH3:27][O:26][C:22](=[O:25])[CH2:23][CH2:24][N:7]1[C:6]2[CH:10]=[C:11]([CH3:15])[CH:12]=[C:13]([CH3:14])[C:5]=2[O:4][CH:3]([CH2:1][CH3:2])[C:8]1=[O:9], predict the reactants needed to synthesize it. The reactants are: [CH2:1]([CH:3]1[C:8](=[O:9])[NH:7][C:6]2[CH:10]=[C:11]([CH3:15])[CH:12]=[C:13]([CH3:14])[C:5]=2[O:4]1)[CH3:2].C(=O)([O-])[O-].[K+].[K+].[C:22]([O:26][CH3:27])(=[O:25])[CH:23]=[CH2:24].C(O)(=O)CC(CC(O)=O)(C(O)=O)O. (2) The reactants are: [CH3:1][C:2]1[N:3]=[C:4]([C:9]2[CH:14]=[CH:13][C:12]([C:15]([F:18])([F:17])[F:16])=[CH:11][CH:10]=2)[S:5][C:6]=1[CH:7]=[O:8].Br[C:20]([F:31])([F:30])[C:21]1[CH:26]=[CH:25][C:24]([CH:27]([F:29])[F:28])=[CH:23][CH:22]=1.[In].Cl. Given the product [F:28][CH:27]([F:29])[C:24]1[CH:23]=[CH:22][C:21]([C:20]([F:31])([F:30])[CH:7]([C:6]2[S:5][C:4]([C:9]3[CH:10]=[CH:11][C:12]([C:15]([F:18])([F:16])[F:17])=[CH:13][CH:14]=3)=[N:3][C:2]=2[CH3:1])[OH:8])=[CH:26][CH:25]=1, predict the reactants needed to synthesize it. (3) Given the product [CH:9]1[CH:10]=[CH:11][C:12]([CH2:15][NH:16][CH2:17][CH2:18][NH:19][CH2:20][C:21]2[CH:26]=[CH:25][CH:24]=[CH:23][CH:22]=2)=[CH:13][CH:14]=1, predict the reactants needed to synthesize it. The reactants are: CC(O)=O.CC(O)=O.[CH:9]1[CH:14]=[CH:13][C:12]([CH2:15][NH:16][CH2:17][CH2:18][NH:19][CH2:20][C:21]2[CH:26]=[CH:25][CH:24]=[CH:23][CH:22]=2)=[CH:11][CH:10]=1. (4) Given the product [Cl:15][CH2:16][C:17]([C:18]1[CH2:5][CH:4]([C:3]2[CH:6]=[CH:7][CH:8]=[CH:9][C:2]=2[F:1])[O:20][N:19]=1)=[O:22], predict the reactants needed to synthesize it. The reactants are: [F:1][C:2]1[CH:9]=[CH:8][CH:7]=[CH:6][C:3]=1[CH:4]=[CH2:5].C(=O)(O)[O-].[Na+].[Cl:15][CH2:16][C:17](=[O:22])[C:18](Cl)=[N:19][OH:20].